This data is from Forward reaction prediction with 1.9M reactions from USPTO patents (1976-2016). The task is: Predict the product of the given reaction. (1) Given the reactants [CH3:1][C:2]([C:16]1[CH:21]=[CH:20][C:19]([C:22]2[CH:27]=[CH:26][CH:25]=[C:24]([CH2:28][NH:29][C:30]([NH:32][CH2:33][CH3:34])=[O:31])[CH:23]=2)=[C:18]([OH:35])[CH:17]=1)([CH3:15])[CH2:3][CH2:4][CH2:5][CH2:6][C:7]([N:9]1[CH2:14][CH2:13][O:12][CH2:11][CH2:10]1)=[O:8].IC.[C:38]([O-])([O-])=O.[K+].[K+], predict the reaction product. The product is: [CH2:33]([NH:32][C:30]([NH:29][CH2:28][C:24]1[CH:23]=[C:22]([C:19]2[CH:20]=[CH:21][C:16]([C:2]([CH3:1])([CH2:3][CH2:4][CH2:5][CH2:6][C:7]([N:9]3[CH2:10][CH2:11][O:12][CH2:13][CH2:14]3)=[O:8])[CH3:15])=[CH:17][C:18]=2[O:35][CH3:38])[CH:27]=[CH:26][CH:25]=1)=[O:31])[CH3:34]. (2) Given the reactants C([O:3][C:4]([C:6]1[C:7]2[CH:15]=[CH:14][CH:13]=[CH:12][C:8]=2[S:9][C:10]=1[NH2:11])=O)C.[CH:16]([NH2:18])=O, predict the reaction product. The product is: [N:11]1[C:10]2[S:9][C:8]3[CH:12]=[CH:13][CH:14]=[CH:15][C:7]=3[C:6]=2[C:4]([OH:3])=[N:18][CH:16]=1. (3) Given the reactants [Cl:1][C:2]1[CH:3]=[C:4]2[C:9](=[CH:10][CH:11]=1)[N:8]=[C:7]([C:12]1[CH:17]=[CH:16][CH:15]=[CH:14][CH:13]=1)[CH:6]=[C:5]2[C:18]([NH:20][C:21](=S)[NH:22][NH:23][C:24]([C:26]1[S:27][CH:28]=[CH:29][CH:30]=1)=[O:25])=[O:19].C1(C2C=C(C(NC(=S)NNC(C3SC=CC=3)=O)=O)C3C(=CC=C(OC(F)(F)F)C=3)N=2)C=CC=CC=1, predict the reaction product. The product is: [Cl:1][C:2]1[CH:3]=[C:4]2[C:9](=[CH:10][CH:11]=1)[N:8]=[C:7]([C:12]1[CH:17]=[CH:16][CH:15]=[CH:14][CH:13]=1)[CH:6]=[C:5]2[C:18]([NH:20][C:21]1[O:25][C:24]([C:26]2[S:27][CH:28]=[CH:29][CH:30]=2)=[N:23][N:22]=1)=[O:19]. (4) Given the reactants [NH2:1][C:2]1[C:7](Br)=[CH:6][C:5]([F:9])=[CH:4][N:3]=1.[Cl:10][C:11]1[CH:16]=[C:15]([Sn](C)(C)C)[C:14]([Cl:21])=[CH:13][N:12]=1, predict the reaction product. The product is: [Cl:10][C:11]1[CH:16]=[C:15]([C:7]2[C:2]([NH2:1])=[N:3][CH:4]=[C:5]([F:9])[CH:6]=2)[C:14]([Cl:21])=[CH:13][N:12]=1.